From a dataset of Full USPTO retrosynthesis dataset with 1.9M reactions from patents (1976-2016). Predict the reactants needed to synthesize the given product. (1) Given the product [CH3:1][C:2]1[O:6][N:5]=[C:4]([C:7]2[CH:12]=[CH:11][CH:10]=[CH:9][CH:8]=2)[C:3]=1[C:13]1[O:14][C:26]([C:24]2[CH:23]=[CH:22][C:21]3[NH:17][CH:18]=[N:19][C:20]=3[CH:25]=2)=[N:16][N:15]=1, predict the reactants needed to synthesize it. The reactants are: [CH3:1][C:2]1[O:6][N:5]=[C:4]([C:7]2[CH:12]=[CH:11][CH:10]=[CH:9][CH:8]=2)[C:3]=1[C:13]([NH:15][NH2:16])=[O:14].[N:17]1[C:21]2[CH:22]=[CH:23][C:24]([C:26](O)=O)=[CH:25][C:20]=2[NH:19][CH:18]=1. (2) Given the product [Br:1][C:2]1[C:3]([CH2:8][C:10]#[N:11])=[N:4][CH:5]=[CH:6][CH:7]=1, predict the reactants needed to synthesize it. The reactants are: [Br:1][C:2]1[C:3]([CH2:8]Br)=[N:4][CH:5]=[CH:6][CH:7]=1.[C-:10]#[N:11].[Na+]. (3) Given the product [OH:31][C:16]12[CH2:28][CH2:27][C@:26]3([CH3:29])[C:21](=[C:22]([CH3:30])[CH2:23][CH2:24][CH2:25]3)[C@@H:17]1[O:18][C:19](=[O:20])[CH:15]2[CH2:14][N:11]1[CH2:12][CH2:13][NH:8][CH2:9][CH2:10]1, predict the reactants needed to synthesize it. The reactants are: C([N:8]1[CH2:13][CH2:12][N:11]([CH2:14][CH:15]2[C:19](=[O:20])[O:18][C@H:17]3[C:21]4[C@@:26]([CH3:29])([CH2:27][CH2:28][C:16]23[OH:31])[CH2:25][CH2:24][CH2:23][C:22]=4[CH3:30])[CH2:10][CH2:9]1)C1C=CC=CC=1. (4) Given the product [N:11]1[CH:12]=[CH:13][N:14]2[CH:24]=[CH:25][C:26]([C:27]([OH:30])([CH3:29])[CH3:28])=[N:9][C:10]=12, predict the reactants needed to synthesize it. The reactants are: C[O-].[Na+].S(O)(O)(=O)=O.[NH2:9][C:10]1[NH:11][CH:12]=[CH:13][N:14]=1.[NH2:9][C:10]1[NH:11][CH:12]=[CH:13][N:14]=1.C(O[CH:24](OCC)[CH2:25][C:26](=O)[C:27]([O:30]C(=O)C)([CH3:29])[CH3:28])C.